From a dataset of Forward reaction prediction with 1.9M reactions from USPTO patents (1976-2016). Predict the product of the given reaction. (1) The product is: [C:1]([O:5][C:6]([NH:8][C@H:9]1[CH2:14][CH2:13][CH2:12][CH2:11][C@H:10]1[NH:15][C:16]1[N:21]=[C:20]([C:40]2[S:44][N:43]=[C:42]([CH:45]=[CH2:46])[CH:41]=2)[C:19]2[C:23](=[O:33])[N:24]([C:26]([O:28][C:29]([CH3:32])([CH3:31])[CH3:30])=[O:27])[CH2:25][C:18]=2[C:17]=1[F:34])=[O:7])([CH3:4])([CH3:3])[CH3:2]. Given the reactants [C:1]([O:5][C:6]([NH:8][C@H:9]1[CH2:14][CH2:13][CH2:12][CH2:11][C@H:10]1[NH:15][C:16]1[N:21]=[C:20](Cl)[C:19]2[C:23](=[O:33])[N:24]([C:26]([O:28][C:29]([CH3:32])([CH3:31])[CH3:30])=[O:27])[CH2:25][C:18]=2[C:17]=1[F:34])=[O:7])([CH3:4])([CH3:3])[CH3:2].C([Sn](CCCC)(CCCC)[C:40]1[S:44][N:43]=[C:42]([CH:45]=[CH2:46])[CH:41]=1)CCC.O, predict the reaction product. (2) Given the reactants O[CH2:2][C:3]1[CH:8]=[CH:7][N:6]=[C:5]([C:9]([NH:11][CH3:12])=[O:10])[CH:4]=1.S(Cl)([Cl:15])=O, predict the reaction product. The product is: [ClH:15].[Cl:15][CH2:2][C:3]1[CH:8]=[CH:7][N:6]=[C:5]([C:9]([NH:11][CH3:12])=[O:10])[CH:4]=1. (3) The product is: [I:22][C:10]1[CH:11]=[C:12]2[C:7](=[C:8]([CH3:17])[C:9]=1[C:13]([O:15][CH3:16])=[O:14])[NH:6][C:5]1[N:18]=[CH:19][C:2]([CH3:1])=[CH:3][C:4]2=1. Given the reactants [CH3:1][C:2]1[CH:19]=[N:18][C:5]2[NH:6][C:7]3[C:12]([C:4]=2[CH:3]=1)=[CH:11][CH:10]=[C:9]([C:13]([O:15][CH3:16])=[O:14])[C:8]=3[CH3:17].II.[I:22](O)(=O)=O.S(=O)(=O)(O)O.[OH-].[Na+], predict the reaction product. (4) Given the reactants [OH:1][C:2]1[CH:9]=[C:8]([O:10][CH2:11][CH2:12][CH2:13][OH:14])[CH:7]=[CH:6][C:3]=1[CH:4]=[O:5].C(=O)([O-])[O-].[K+].[K+].[CH3:21][O:22][CH2:23]Cl.O, predict the reaction product. The product is: [OH:14][CH2:13][CH2:12][CH2:11][O:10][C:8]1[CH:7]=[CH:6][C:3]([CH:4]=[O:5])=[C:2]([O:1][CH2:21][O:22][CH3:23])[CH:9]=1. (5) Given the reactants [N+:1]([C:4]1[CH:14]=[CH:13][CH:12]=[CH:11][C:5]=1[CH:6]=[CH:7][C:8]([OH:10])=[O:9])([O-:3])=[O:2].S(=O)(=O)(O)O.[C:20](=O)(O)[O-].[Na+], predict the reaction product. The product is: [N+:1]([C:4]1[CH:14]=[CH:13][CH:12]=[CH:11][C:5]=1[CH:6]=[CH:7][C:8]([O:10][CH3:20])=[O:9])([O-:3])=[O:2]. (6) Given the reactants [I:1][C:2]1[C:3]([CH3:7])=[N:4][NH:5][CH:6]=1.[O:8]1[CH:13]=[CH:12][CH2:11][CH2:10][CH2:9]1.C(O)(C(F)(F)F)=O, predict the reaction product. The product is: [I:1][C:2]1[CH:6]=[N:5][N:4]([CH:9]2[CH2:10][CH2:11][CH2:12][CH2:13][O:8]2)[C:3]=1[CH3:7].